From a dataset of Forward reaction prediction with 1.9M reactions from USPTO patents (1976-2016). Predict the product of the given reaction. (1) Given the reactants [CH2:1]([O:8][C:9]1[CH:14]=[CH:13][C:12]([C:15]2[O:16][C:17]3[CH:27]=[C:26]([NH:28][S:29]([CH3:32])(=[O:31])=[O:30])[C:25]([CH:33]4[CH2:35][CH2:34]4)=[CH:24][C:18]=3[C:19]=2[C:20]([O:22][CH3:23])=[O:21])=[CH:11][CH:10]=1)[C:2]1[CH:7]=[CH:6][CH:5]=[CH:4][CH:3]=1.[CH3:36][O:37][C:38]1[CH:45]=[CH:44][C:41]([CH2:42]Br)=[CH:40][CH:39]=1.C(=O)([O-])[O-].[K+].[K+], predict the reaction product. The product is: [CH2:1]([O:8][C:9]1[CH:10]=[CH:11][C:12]([C:15]2[O:16][C:17]3[CH:27]=[C:26]([N:28]([CH2:42][C:41]4[CH:44]=[CH:45][C:38]([O:37][CH3:36])=[CH:39][CH:40]=4)[S:29]([CH3:32])(=[O:30])=[O:31])[C:25]([CH:33]4[CH2:35][CH2:34]4)=[CH:24][C:18]=3[C:19]=2[C:20]([O:22][CH3:23])=[O:21])=[CH:13][CH:14]=1)[C:2]1[CH:3]=[CH:4][CH:5]=[CH:6][CH:7]=1. (2) Given the reactants Cl.[Cl:2][C:3]1[CH:4]=[C:5]2[C:9](=[CH:10][CH:11]=1)[NH:8][CH:7]=[C:6]2[CH2:12][CH2:13][NH2:14].[CH2:15]([C:17]1[CH:22]=[CH:21][CH:20]=[CH:19][C:18]=1[N:23]1[CH2:27][CH2:26][CH:25]([C:28](O)=[O:29])[C:24]1=[O:31])[CH3:16].C1CN([P+](ON2N=NC3C=CC=CC2=3)(N2CCCC2)N2CCCC2)CC1.F[P-](F)(F)(F)(F)F.C(N(CC)C(C)C)(C)C, predict the reaction product. The product is: [Cl:2][C:3]1[CH:4]=[C:5]2[C:9](=[CH:10][CH:11]=1)[NH:8][CH:7]=[C:6]2[CH2:12][CH2:13][NH:14][C:28]([CH:25]1[CH2:26][CH2:27][N:23]([C:18]2[CH:19]=[CH:20][CH:21]=[CH:22][C:17]=2[CH2:15][CH3:16])[C:24]1=[O:31])=[O:29]. (3) Given the reactants C(O[C:4]([C:6]1[CH:7]=[C:8]2[C:12](=[CH:13][CH:14]=1)[NH:11][N:10]=[C:9]2[C:15]1[CH:24]=[CH:23][C:22]2[C:17](=[CH:18][CH:19]=[C:20]([O:25][CH2:26][CH2:27][N:28]3[CH2:34][CH2:33][CH2:32][CH2:31][CH2:30][CH2:29]3)[CH:21]=2)[CH:16]=1)=[NH:5])C.[CH:35]1([CH2:38][C:39]([NH:41][NH2:42])=O)[CH2:37][CH2:36]1.C(N(CC)CC)C, predict the reaction product. The product is: [N:28]1([CH2:27][CH2:26][O:25][C:20]2[CH:21]=[C:22]3[C:17](=[CH:18][CH:19]=2)[CH:16]=[C:15]([C:9]2[C:8]4[C:12](=[CH:13][CH:14]=[C:6]([C:4]5[N:5]=[C:39]([CH2:38][CH:35]6[CH2:37][CH2:36]6)[NH:41][N:42]=5)[CH:7]=4)[NH:11][N:10]=2)[CH:24]=[CH:23]3)[CH2:34][CH2:33][CH2:32][CH2:31][CH2:30][CH2:29]1. (4) Given the reactants [Br:1][C:2]1[CH:3]=[C:4]2[C:9](=[CH:10][CH:11]=1)[N:8]=[CH:7][C:6]([C:12]([CH:14]1[CH2:16][CH2:15]1)=[O:13])=[C:5]2Cl.[C:18]([O:22][C:23](=[O:33])[N:24]([C@H:26]1[CH2:31][CH2:30][C@H:29]([NH2:32])[CH2:28][CH2:27]1)[CH3:25])([CH3:21])([CH3:20])[CH3:19], predict the reaction product. The product is: [Br:1][C:2]1[CH:3]=[C:4]2[C:9](=[CH:10][CH:11]=1)[N:8]=[CH:7][C:6]([C:12]([CH:14]1[CH2:16][CH2:15]1)=[O:13])=[C:5]2[NH:32][C@H:29]1[CH2:30][CH2:31][C@H:26]([N:24]([CH3:25])[C:23](=[O:33])[O:22][C:18]([CH3:19])([CH3:20])[CH3:21])[CH2:27][CH2:28]1.